Dataset: hERG potassium channel inhibition data for cardiac toxicity prediction from Karim et al.. Task: Regression/Classification. Given a drug SMILES string, predict its toxicity properties. Task type varies by dataset: regression for continuous values (e.g., LD50, hERG inhibition percentage) or binary classification for toxic/non-toxic outcomes (e.g., AMES mutagenicity, cardiotoxicity, hepatotoxicity). Dataset: herg_karim. (1) The drug is C[C@H]1COc2c(N3CC[C@@H]([C@@H](N)CC#N)C3)c(F)cc3c(=O)c(C(=O)O)cn1c23. The result is 0 (non-blocker). (2) The result is 0 (non-blocker). The molecule is Cc1onc(C(=O)N2[C@H]3CC[C@@H]2C[C@H](Nc2cc(=O)n(C)c4cc(F)c(F)cc24)C3)c1C. (3) The drug is Cc1ccccc1-c1ccc(C#Cc2cccc(C#Cc3ccc(-c4ccccc4C)cc3)[n+]2C)cc1. The result is 1 (blocker). (4) The compound is CNCc1ccc(Cl)cc1Oc1ccc(C)cc1. The result is 1 (blocker). (5) The result is 1 (blocker). The drug is Fc1ccc2c([C@@H]3CNCC[C@H]3F)c(-c3ccccc3)[nH]c2c1. (6) The compound is CS(=O)(=O)NC[C@H]1CC[C@H](Nc2nc3c(s2)CCSc2ccccc2-3)CC1. The result is 0 (non-blocker). (7) The drug is CCOc1nc(C(=O)NCc2cccnc2)cc(N)c1C#N. The result is 0 (non-blocker). (8) The compound is O=C(O)C1CC2(c3ccc(F)cc3)NC1CCC2NCc1cc(OC(F)(F)F)ccc1OC1CC1. The result is 1 (blocker). (9) The molecule is CCN1CCN(Cc2cnc(-c3ccc(C(=O)Nc4ccccc4N)cc3)c(F)c2)CC1. The result is 0 (non-blocker). (10) The compound is Cc1cc(Nc2cc(N3CCN(C)CC3)nc(C=Cc3ccccc3)n2)n[nH]1. The result is 0 (non-blocker).